Dataset: Forward reaction prediction with 1.9M reactions from USPTO patents (1976-2016). Task: Predict the product of the given reaction. (1) Given the reactants [CH3:1][C:2]1[CH:6]=[CH:5][N:4]([CH2:7][CH2:8][O:9][CH2:10][Si:11]([CH3:14])([CH3:13])[CH3:12])[N:3]=1.CC1N(CCOC[Si](C)(C)C)N=CC=1.[Li]CCCC.[CH2:34]([Sn:38](Cl)([CH2:43][CH2:44][CH2:45][CH3:46])[CH2:39][CH2:40][CH2:41][CH3:42])[CH2:35][CH2:36][CH3:37], predict the reaction product. The product is: [CH3:1][C:2]1[CH:6]=[C:5]([Sn:38]([CH2:39][CH2:40][CH2:41][CH3:42])([CH2:43][CH2:44][CH2:45][CH3:46])[CH2:34][CH2:35][CH2:36][CH3:37])[N:4]([CH2:7][CH2:8][O:9][CH2:10][Si:11]([CH3:13])([CH3:12])[CH3:14])[N:3]=1. (2) Given the reactants [C:1]([O:4][C@H:5]1[C@@H:12]([O:13][C:14](=[O:16])[CH3:15])[C@H:11]([O:17][C:18](=[O:20])[CH3:19])[C@@H:10]([CH2:21][O:22][C:23](=[O:25])[CH3:24])[O:9][CH:6]1[O:7]Br)(=[O:3])[CH3:2].[C:26]1(C)[CH:31]=[CH:30]C=[CH:28][CH:27]=1.C(O)CCC=C.[Hg](C#N)C#N, predict the reaction product. The product is: [C:1]([O:4][C@H:5]1[C@@H:12]([O:13][C:14](=[O:16])[CH3:15])[C@H:11]([O:17][C:18](=[O:20])[CH3:19])[C@@H:10]([CH2:21][O:22][C:23](=[O:25])[CH3:24])[O:9][C@H:6]1[O:7][CH2:30][CH2:31][CH2:26][CH:27]=[CH2:28])(=[O:3])[CH3:2].